From a dataset of Forward reaction prediction with 1.9M reactions from USPTO patents (1976-2016). Predict the product of the given reaction. (1) Given the reactants [CH3:1][O:2][CH2:3][CH2:4][O:5][C:6]1[CH:7]=[N:8][C:9]([C:12]2[CH:13]=[C:14]([CH:29]=[CH:30][CH:31]=2)[CH2:15][C:16]2[C:21](=[O:22])[CH:20]=[CH:19][N:18]([C:23]3[CH:24]=[N:25][N:26]([CH3:28])[CH:27]=3)[N:17]=2)=[N:10][CH:11]=1.[B-](F)(F)(F)F.C1C=CN=CC=1.C1C=CN=CC=1.[IH2+:49].OS(C(F)(F)F)(=O)=O.C([O-])(O)=O.[Na+], predict the reaction product. The product is: [I:49][C:20]1[C:21](=[O:22])[C:16]([CH2:15][C:14]2[CH:29]=[CH:30][CH:31]=[C:12]([C:9]3[N:10]=[CH:11][C:6]([O:5][CH2:4][CH2:3][O:2][CH3:1])=[CH:7][N:8]=3)[CH:13]=2)=[N:17][N:18]([C:23]2[CH:24]=[N:25][N:26]([CH3:28])[CH:27]=2)[CH:19]=1. (2) Given the reactants N[C:2]1[C:3]([Cl:8])=[N:4][CH:5]=[CH:6][CH:7]=1.[F:9][C:10]([F:14])([F:13])[CH2:11][OH:12].CS(O)(=O)=O.S([O-])([O-])(=O)=O.[Mg+2].N(OC(C)(C)C)=O.C(=O)(O)[O-].[Na+], predict the reaction product. The product is: [Cl:8][C:3]1[C:2]([O:12][CH2:11][C:10]([F:14])([F:13])[F:9])=[CH:7][CH:6]=[CH:5][N:4]=1. (3) The product is: [F:1][C:2]1[CH:3]=[C:4]([CH:9]=[CH:10][C:11]=1[O:12][CH:13]1[CH2:17][CH2:16][N:15]([CH:18]2[CH2:23][CH2:22][N:21]([C:24]3[S:28][N:27]=[C:26]([CH:29]([CH3:30])[CH3:31])[N:25]=3)[CH2:20][CH2:19]2)[C:14]1=[O:32])[C:5]([OH:7])=[O:6]. Given the reactants [F:1][C:2]1[CH:3]=[C:4]([CH:9]=[CH:10][C:11]=1[O:12][CH:13]1[CH2:17][CH2:16][N:15]([CH:18]2[CH2:23][CH2:22][N:21]([C:24]3[S:28][N:27]=[C:26]([CH:29]([CH3:31])[CH3:30])[N:25]=3)[CH2:20][CH2:19]2)[C:14]1=[O:32])[C:5]([O:7]C)=[O:6].[OH-].[Na+], predict the reaction product.